This data is from Forward reaction prediction with 1.9M reactions from USPTO patents (1976-2016). The task is: Predict the product of the given reaction. (1) Given the reactants N[C:2]1[S:6][C:5]([C:7]([O:9][CH2:10][CH3:11])=[O:8])=[C:4]([C:12]2[CH:17]=[CH:16][C:15]([Cl:18])=[CH:14][C:13]=2[Cl:19])[C:3]=1[C:20]#[N:21].[I:22]CI.N(OCCC(C)C)=O, predict the reaction product. The product is: [C:20]([C:3]1[C:4]([C:12]2[CH:17]=[CH:16][C:15]([Cl:18])=[CH:14][C:13]=2[Cl:19])=[C:5]([C:7]([O:9][CH2:10][CH3:11])=[O:8])[S:6][C:2]=1[I:22])#[N:21]. (2) Given the reactants [CH3:1][C:2]([CH3:22])=[CH:3][CH2:4][CH2:5]/[C:6](/[CH3:21])=[CH:7]/[CH2:8][CH2:9]/[C:10](/[CH3:20])=[CH:11]/[CH2:12][S:13][CH2:14][C@H:15]([NH2:19])[C:16]([OH:18])=[O:17].C(=O)([O-])[O-].[K+].[K+].[N:29]1([C:35](Cl)=[O:36])[CH2:34][CH2:33][O:32][CH2:31][CH2:30]1, predict the reaction product. The product is: [N:29]1([C:35]([NH:19][C@@H:15]([CH2:14][S:13][CH2:12]/[CH:11]=[C:10](\[CH3:20])/[CH2:9][CH2:8]/[CH:7]=[C:6](\[CH3:21])/[CH2:5][CH2:4][CH:3]=[C:2]([CH3:22])[CH3:1])[C:16]([OH:18])=[O:17])=[O:36])[CH2:34][CH2:33][O:32][CH2:31][CH2:30]1. (3) Given the reactants C(OC(=O)[NH:7][C:8]([CH3:32])([CH2:28][CH:29]([CH3:31])[CH3:30])[CH2:9][O:10][C:11]1[CH:12]=[CH:13][C:14]2[C:23]3[C:18](=[C:19]([CH3:24])[N:20]=[CH:21][CH:22]=3)[C:17](=[O:25])[N:16]([CH3:26])[C:15]=2[CH:27]=1)(C)(C)C.C1C(=O)N([Cl:41])C(=O)C1, predict the reaction product. The product is: [NH2:7][C:8]([CH3:32])([CH2:28][CH:29]([CH3:31])[CH3:30])[CH2:9][O:10][C:11]1[C:12]([Cl:41])=[CH:13][C:14]2[C:23]3[C:18](=[C:19]([CH3:24])[N:20]=[CH:21][CH:22]=3)[C:17](=[O:25])[N:16]([CH3:26])[C:15]=2[CH:27]=1. (4) The product is: [F:20][C:19]([F:21])([F:22])[C:14]1[CH:15]=[CH:16][CH:17]=[CH:18][C:13]=1[C:9]1[CH:10]=[CH:11][CH:12]=[C:7]([C:5]2[CH:4]=[CH:3][N:24]([C:26]3[CH:31]=[CH:30][CH:29]=[CH:28][N:27]=3)[N:25]=2)[CH:8]=1. Given the reactants CN(C)[CH:3]=[CH:4][C:5]([C:7]1[CH:8]=[C:9]([C:13]2[CH:18]=[CH:17][CH:16]=[CH:15][C:14]=2[C:19]([F:22])([F:21])[F:20])[CH:10]=[CH:11][CH:12]=1)=O.[NH:24]([C:26]1[CH:31]=[CH:30][CH:29]=[CH:28][N:27]=1)[NH2:25], predict the reaction product.